Dataset: HIV replication inhibition screening data with 41,000+ compounds from the AIDS Antiviral Screen. Task: Binary Classification. Given a drug SMILES string, predict its activity (active/inactive) in a high-throughput screening assay against a specified biological target. (1) The molecule is CCC1(C(=O)OC)C=CCN2C(=O)OC(C)(C)C21. The result is 0 (inactive). (2) The molecule is O=C(Cc1ccccc1)NN1C(=O)C(Cl)C1c1ccccc1O. The result is 0 (inactive). (3) The molecule is CCOP(=O)(OCC)C(c1ccccc1)N(C(=O)NC(F)(F)F)c1ccc(C)cc1. The result is 0 (inactive). (4) The result is 0 (inactive). The molecule is Cc1cc(C)nc(NS(=O)(=O)c2ccc(NC(=O)c3ccc(Cl)c4c(Nc5ccc(S(=O)(=O)Nc6cc(C)on6)cc5)c5ccccc5nc34)cc2)n1. (5) The compound is CCc1cccc(C)c1NC(=O)C1=C(C)NC(C)=C(C(=O)Nc2c(C)cccc2CC)C1c1ccc([N+](=O)[O-])cc1. The result is 0 (inactive). (6) The result is 0 (inactive). The molecule is Cc1cc2occ(C=CC3=C(C#N)C(=O)OC(C)(C)C3)c(=O)c2cc1C. (7) The molecule is CC(C)OP(=O)(OC(C)C)C1=NN(c2ccc([N+](=O)[O-])cc2)C(P(=O)(OC(C)C)OC(C)C)=NN1c1ccc([N+](=O)[O-])cc1. The result is 0 (inactive).